This data is from Forward reaction prediction with 1.9M reactions from USPTO patents (1976-2016). The task is: Predict the product of the given reaction. Given the reactants C([O:8][C:9](=[O:25])[C:10]1[C:15]([F:16])=[CH:14][CH:13]=[C:12]([NH:17][S:18]([CH2:21][CH2:22][CH3:23])(=[O:20])=[O:19])[C:11]=1[F:24])C1C=CC=CC=1, predict the reaction product. The product is: [F:24][C:11]1[C:12]([NH:17][S:18]([CH2:21][CH2:22][CH3:23])(=[O:19])=[O:20])=[CH:13][CH:14]=[C:15]([F:16])[C:10]=1[C:9]([OH:25])=[O:8].